Dataset: Forward reaction prediction with 1.9M reactions from USPTO patents (1976-2016). Task: Predict the product of the given reaction. Given the reactants [NH:1]1[CH2:6][CH2:5][CH2:4][CH2:3][CH2:2]1.[NH2:7][C:8]1[N:12]2[N:13]=[C:14](Cl)[CH:15]=[CH:16][C:11]2=[N:10][N:9]=1, predict the reaction product. The product is: [N:1]1([C:14]2[CH:15]=[CH:16][C:11]3[N:12]([C:8]([NH2:7])=[N:9][N:10]=3)[N:13]=2)[CH2:6][CH2:5][CH2:4][CH2:3][CH2:2]1.